Dataset: Full USPTO retrosynthesis dataset with 1.9M reactions from patents (1976-2016). Task: Predict the reactants needed to synthesize the given product. (1) Given the product [CH:26]1[C:35]2[C:30](=[CH:31][CH:32]=[CH:33][CH:34]=2)[CH:29]=[CH:28][C:27]=1[C:36]([N:23]1[CH2:24][CH2:25][N:20]([CH2:19][C:17]2[CH:16]=[CH:15][N:14]=[C:13]([C:5]3[CH:6]=[C:7]([O:11][CH3:12])[C:8]([O:9][CH3:10])=[C:3]([O:2][CH3:1])[CH:4]=3)[CH:18]=2)[CH2:21][CH2:22]1)=[O:37], predict the reactants needed to synthesize it. The reactants are: [CH3:1][O:2][C:3]1[CH:4]=[C:5]([C:13]2[CH:18]=[C:17]([CH2:19][N:20]3[CH2:25][CH2:24][NH:23][CH2:22][CH2:21]3)[CH:16]=[CH:15][N:14]=2)[CH:6]=[C:7]([O:11][CH3:12])[C:8]=1[O:9][CH3:10].[CH:26]1[C:35]2[C:30](=[CH:31][CH:32]=[CH:33][CH:34]=2)[CH:29]=[CH:28][C:27]=1[C:36](Cl)=[O:37]. (2) The reactants are: [CH:1]1[C:11]2[CH2:10][C:9]3([CH2:15][CH2:14][CH:13]([N:16]4[CH2:21][CH2:20][S:19][CH2:18][CH2:17]4)[CH2:12]3)[C:8]3[CH:22]=[CH:23][CH:24]=[CH:25][C:7]=3[CH2:6][C:5]=2[CH:4]=[CH:3][CH:2]=1.C(Cl)Cl.[OH:29]OS([O-])=O.[K+]. Given the product [CH:1]1[C:11]2[CH2:10][C:9]3([CH2:15][CH2:14][CH:13]([N:16]4[CH2:17][CH2:18][S:19](=[O:29])[CH2:20][CH2:21]4)[CH2:12]3)[C:8]3[CH:22]=[CH:23][CH:24]=[CH:25][C:7]=3[CH2:6][C:5]=2[CH:4]=[CH:3][CH:2]=1, predict the reactants needed to synthesize it. (3) Given the product [NH2:1][CH2:4][CH:5]1[O:9][C:8](=[O:10])[N:7]([C:11]2[CH:20]=[C:19]3[C:14]([CH:15]=[C:16]([C:22]4[CH:27]=[CH:26][CH:25]=[CH:24][C:23]=4[C:28]([F:29])([F:31])[F:30])[NH:17][C:18]3=[O:21])=[CH:13][CH:12]=2)[CH2:6]1, predict the reactants needed to synthesize it. The reactants are: [N:1]([CH2:4][CH:5]1[O:9][C:8](=[O:10])[N:7]([C:11]2[CH:20]=[C:19]3[C:14]([CH:15]=[C:16]([C:22]4[CH:27]=[CH:26][CH:25]=[CH:24][C:23]=4[C:28]([F:31])([F:30])[F:29])[NH:17][C:18]3=[O:21])=[CH:13][CH:12]=2)[CH2:6]1)=[N+]=[N-].C1(P(C2C=CC=CC=2)C2C=CC=CC=2)C=CC=CC=1.O.Cl. (4) Given the product [CH:11]1([CH:8]2[CH2:7][CH2:6][C:5]3([O:1][CH2:2][CH2:3][O:4]3)[CH2:10][CH2:9]2)[CH2:12][CH2:13][CH2:14][CH2:15][CH2:16]1, predict the reactants needed to synthesize it. The reactants are: [O:1]1[C:5]2([CH2:10][CH2:9][CH:8]([CH:11]3[CH2:16][CH2:15][C:14](=O)[CH2:13][CH2:12]3)[CH2:7][CH2:6]2)[O:4][CH2:3][CH2:2]1.NN.[OH-].[K+]. (5) The reactants are: [NH2:1][C:2]1[CH:7]=[CH:6][C:5]([O:8][C:9]2[CH:14]=[C:13]([CH3:15])[C:12]([NH:16][C:17]([O:19][C:20]([CH3:23])([CH3:22])[CH3:21])=[O:18])=[C:11]([CH3:24])[CH:10]=2)=[CH:4][C:3]=1[N:25]([CH3:33])[C:26](=[O:32])[O:27][C:28]([CH3:31])([CH3:30])[CH3:29].[O:34]=[C:35]1[NH:39][C:38](=[O:40])[CH:37]([CH2:41][C:42]2[CH:52]=[CH:51][C:45]([O:46][CH2:47][C:48](O)=[O:49])=[CH:44][CH:43]=2)[S:36]1.C(P(=O)(OCC)OCC)#N.C(N(CC)CC)C. Given the product [C:20]([O:19][C:17]([NH:16][C:12]1[C:13]([CH3:15])=[CH:14][C:9]([O:8][C:5]2[CH:6]=[CH:7][C:2]([NH:1][C:48](=[O:49])[CH2:47][O:46][C:45]3[CH:44]=[CH:43][C:42]([CH2:41][CH:37]4[S:36][C:35](=[O:34])[NH:39][C:38]4=[O:40])=[CH:52][CH:51]=3)=[C:3]([N:25]([CH3:33])[C:26](=[O:32])[O:27][C:28]([CH3:31])([CH3:30])[CH3:29])[CH:4]=2)=[CH:10][C:11]=1[CH3:24])=[O:18])([CH3:22])([CH3:23])[CH3:21], predict the reactants needed to synthesize it. (6) Given the product [CH3:8][C:9]1[CH:18]=[C:17]([CH2:19][N:20]2[C:28]3[C:23](=[CH:24][C:25]([C:29]([NH:31][CH:32]4[CH2:36][NH:35][CH2:34][CH:33]4[C:44]([O:46][CH3:47])=[O:45])=[O:30])=[CH:26][CH:27]=3)[CH:22]=[CH:21]2)[C:16]2[C:11](=[CH:12][CH:13]=[CH:14][CH:15]=2)[N:10]=1, predict the reactants needed to synthesize it. The reactants are: C(O)(C(F)(F)F)=O.[CH3:8][C:9]1[CH:18]=[C:17]([CH2:19][N:20]2[C:28]3[C:23](=[CH:24][C:25]([C:29]([NH:31][CH:32]4[CH2:36][N:35](C(OC(C)(C)C)=O)[CH2:34][CH:33]4[C:44]([O:46][CH3:47])=[O:45])=[O:30])=[CH:26][CH:27]=3)[CH:22]=[CH:21]2)[C:16]2[C:11](=[CH:12][CH:13]=[CH:14][CH:15]=2)[N:10]=1. (7) Given the product [CH:17]1([C:13]2[N:12]=[C:11]([NH:10][C:4]3[C:5](=[O:9])[N:6]([CH3:8])[CH:7]=[C:2]([B:20]4[O:24][C:23]([CH3:26])([CH3:25])[C:22]([CH3:28])([CH3:27])[O:21]4)[CH:3]=3)[CH:16]=[CH:15][N:14]=2)[CH2:19][CH2:18]1, predict the reactants needed to synthesize it. The reactants are: Br[C:2]1[CH:3]=[C:4]([NH:10][C:11]2[CH:16]=[CH:15][N:14]=[C:13]([CH:17]3[CH2:19][CH2:18]3)[N:12]=2)[C:5](=[O:9])[N:6]([CH3:8])[CH:7]=1.[B:20]1([B:20]2[O:24][C:23]([CH3:26])([CH3:25])[C:22]([CH3:28])([CH3:27])[O:21]2)[O:24][C:23]([CH3:26])([CH3:25])[C:22]([CH3:28])([CH3:27])[O:21]1.CC(C1C=C(C(C)C)C(C2C=CC=CC=2P(C2CCCCC2)C2CCCCC2)=C(C(C)C)C=1)C.C([O-])(=O)C.[K+].